This data is from Reaction yield outcomes from USPTO patents with 853,638 reactions. The task is: Predict the reaction yield, written as a fraction of the theoretical maximum amount of product (1.0 means a 100% yield; for example, 0.34 means a 34% yield). (1) The reactants are Cl[CH2:2][C:3]1[CH:8]=[CH:7][CH:6]=[C:5]([S:9][CH:10]([CH3:12])[CH3:11])[N:4]=1.C([O:15][C:16](=[O:27])[CH2:17][CH2:18][C:19]1[CH:24]=[CH:23][C:22]([OH:25])=[C:21]([Cl:26])[CH:20]=1)C. No catalyst specified. The product is [Cl:26][C:21]1[CH:20]=[C:19]([CH2:18][CH2:17][C:16]([OH:27])=[O:15])[CH:24]=[CH:23][C:22]=1[O:25][CH2:2][C:3]1[CH:8]=[CH:7][CH:6]=[C:5]([S:9][CH:10]([CH3:12])[CH3:11])[N:4]=1. The yield is 0.590. (2) The product is [Br:12][C:7]1[S:6][C:5]([S:8]([NH2:11])(=[O:10])=[O:9])=[CH:4][C:3]=1[S:2][CH3:1]. The yield is 0.700. The catalyst is C(Cl)(Cl)Cl.CC(O)=O. The reactants are [CH3:1][S:2][C:3]1[CH:4]=[C:5]([S:8]([NH2:11])(=[O:10])=[O:9])[S:6][CH:7]=1.[Br:12]N1C(=O)CCC1=O.[OH-].[Na+]. (3) The reactants are [C:1]([N:8]1[CH:12]=[CH:11][N:10]=[CH:9]1)([N:3]1[CH:7]=[CH:6]N=[CH:4]1)=[O:2].C(N(C(C)C)CC)(C)C.O1CCCC1.Cl.Cl.N1CC[CH:32]([N:35]2[C:43]3[C:38](=[N:39][CH:40]=[CH:41][CH:42]=3)[NH:37][C:36]2=[O:44])[CH2:31]C1. The catalyst is C(#N)C. The product is [N:8]1([C:1]([N:3]2[CH2:4][CH2:31][CH:32]([N:35]3[C:43]4[C:38](=[N:39][CH:40]=[CH:41][CH:42]=4)[NH:37][C:36]3=[O:44])[CH2:6][CH2:7]2)=[O:2])[CH:12]=[CH:11][N:10]=[CH:9]1. The yield is 0.859. (4) The reactants are [CH3:1][O:2][N:3]=[CH:4][CH2:5][CH2:6][C:7]1[CH:12]=[CH:11][C:10]([F:13])=[CH:9][CH:8]=1.C([BH3-])#N.[Na+]. No catalyst specified. The product is [F:13][C:10]1[CH:9]=[CH:8][C:7]([CH2:6][CH2:5][CH2:4][NH:3][O:2][CH3:1])=[CH:12][CH:11]=1. The yield is 0.750. (5) The reactants are [Cl:1][C:2]1[N:7]=[C:6](Cl)[C:5]([C:9]([F:12])([F:11])[F:10])=[CH:4][N:3]=1.[NH3:13]. The catalyst is O1CCCC1.O. The product is [Cl:1][C:2]1[N:7]=[C:6]([NH2:13])[C:5]([C:9]([F:12])([F:11])[F:10])=[CH:4][N:3]=1. The yield is 0.470. (6) The reactants are [N+:1]([CH:3](S(C1C=CC(C)=CC=1)(=O)=O)[C:4]1[CH:11]=[CH:10][C:7]([C:8]#[N:9])=[CH:6][CH:5]=1)#[C-:2].[O:22]=[CH:23][C:24]([O:26][CH2:27][CH3:28])=[O:25].N1CCNCC1. The catalyst is O1CCCC1. The product is [C:8]([C:7]1[CH:6]=[CH:5][C:4]([C:3]2[N:1]=[CH:2][O:22][C:23]=2[C:24]([O:26][CH2:27][CH3:28])=[O:25])=[CH:11][CH:10]=1)#[N:9]. The yield is 0.490. (7) The reactants are [CH3:1][C:2]([C:6]1[CH:11]=[CH:10][C:9]([CH3:12])=[CH:8][CH:7]=1)([CH3:5])[C:3]#[N:4].C[N:14](C=O)C. The catalyst is O.[C-]#N.[C-]#N.[Zn+2].C1C=CC([P]([Pd]([P](C2C=CC=CC=2)(C2C=CC=CC=2)C2C=CC=CC=2)([P](C2C=CC=CC=2)(C2C=CC=CC=2)C2C=CC=CC=2)[P](C2C=CC=CC=2)(C2C=CC=CC=2)C2C=CC=CC=2)(C2C=CC=CC=2)C2C=CC=CC=2)=CC=1. The product is [C:3]([C:2]([C:6]1[CH:7]=[CH:8][C:9]([C:12]#[N:14])=[CH:10][CH:11]=1)([CH3:1])[CH3:5])#[N:4]. The yield is 0.850. (8) The reactants are [CH3:1][C:2]([C:4]1[CH:5]=[CH:6][C:7]([OH:10])=[CH:8][CH:9]=1)=[O:3].N1C=CN=C1.[Si:16](Cl)([C:19]([CH3:22])([CH3:21])[CH3:20])([CH3:18])[CH3:17]. The catalyst is CN(C=O)C. The product is [C:19]([Si:16]([CH3:18])([CH3:17])[O:10][C:7]1[CH:8]=[CH:9][C:4]([C:2](=[O:3])[CH3:1])=[CH:5][CH:6]=1)([CH3:22])([CH3:21])[CH3:20]. The yield is 0.980. (9) The reactants are [CH3:1][CH:2]([CH3:25])[C:3](=O)[C:4]#[C:5][C:6]1[CH:7]=[CH:8][C:9]2[N:10]([C:12]([CH2:15][NH:16][C:17](=[O:23])[O:18][C:19]([CH3:22])([CH3:21])[CH3:20])=[N:13][N:14]=2)[N:11]=1.[NH2:26]OS(O)(=O)=O.C(=O)(O)[O-].[Na+].[SH-:37].[Na+]. The catalyst is O.O1CCOCC1. The product is [CH:2]([C:3]1[CH:4]=[C:5]([C:6]2[CH:7]=[CH:8][C:9]3[N:10]([C:12]([CH2:15][NH:16][C:17](=[O:23])[O:18][C:19]([CH3:22])([CH3:21])[CH3:20])=[N:13][N:14]=3)[N:11]=2)[S:37][N:26]=1)([CH3:25])[CH3:1]. The yield is 0.225.